This data is from Reaction yield outcomes from USPTO patents with 853,638 reactions. The task is: Predict the reaction yield, written as a fraction of the theoretical maximum amount of product (1.0 means a 100% yield; for example, 0.34 means a 34% yield). (1) The catalyst is O1CCOCC1. The product is [ClH:24].[CH3:8][C:6]1[CH:5]=[C:4]([NH:9][C:10]([C@@H:12]2[CH2:16][CH2:15][CH2:14][NH:13]2)=[O:11])[CH:3]=[C:2]([CH3:1])[CH:7]=1. The reactants are [CH3:1][C:2]1[CH:3]=[C:4]([NH:9][C:10]([C@@H:12]2[CH2:16][CH2:15][CH2:14][N:13]2C(OC(C)(C)C)=O)=[O:11])[CH:5]=[C:6]([CH3:8])[CH:7]=1.[ClH:24]. The yield is 1.00. (2) The reactants are [C:1]([N:5]([CH3:33])[C:6]([C:8]1[C:9]2[CH2:25][O:24][C:23]3[CH:22]=[C:21]([O:26][CH3:27])[C:20]([C:28]4[CH2:29][O:30][CH2:31][CH:32]=4)=[CH:19][C:18]=3[C:10]=2[N:11]([C:13]2[CH:17]=[CH:16][S:15][CH:14]=2)[N:12]=1)=[O:7])([CH3:4])([CH3:3])[CH3:2].[H][H].C(N(CC)CC)C. The catalyst is C(O)(=O)C.[Pd]. The product is [C:1]([N:5]([CH3:33])[C:6]([C:8]1[C:9]2[CH2:25][O:24][C:23]3[CH:22]=[C:21]([O:26][CH3:27])[C:20]([CH:28]4[CH2:32][CH2:31][O:30][CH2:29]4)=[CH:19][C:18]=3[C:10]=2[N:11]([C:13]2[CH:17]=[CH:16][S:15][CH:14]=2)[N:12]=1)=[O:7])([CH3:3])([CH3:4])[CH3:2]. The yield is 0.370. (3) The reactants are C(OC(O[C:12]([CH3:15])([CH3:14])[CH3:13])=O)(O[C:12]([CH3:15])([CH3:14])[CH3:13])=O.[C:16](=[O:19])([O-])[OH:17].[Na+].[CH2:21]1[NH:25][CH2:24][CH:23]2[C:26]3[CH:27]=[CH:28][CH:29]=[CH:30][C:31]=3[CH2:32][CH:22]12. The catalyst is O.C1COCC1.O. The product is [C:12]([NH:25][C:16](=[O:19])[O-:17])([CH3:13])([CH3:14])[CH3:15].[CH2:21]1[NH:25][CH2:24][CH:23]2[C:26]3[CH:27]=[CH:28][CH:29]=[CH:30][C:31]=3[CH2:32][CH:22]12. The yield is 0.0500. (4) The reactants are [Cl:1][C:2]1[CH:3]=[C:4]([C:9]2[N:14]=[C:13]([CH3:15])[N:12]=[C:11]([N:16]([CH2:26][C:27]3[CH:32]=[CH:31][C:30]([O:33][CH3:34])=[CH:29][CH:28]=3)[CH2:17][C:18]3[CH:23]=[CH:22][C:21]([O:24][CH3:25])=[CH:20][CH:19]=3)[N:10]=2)[C:5](F)=[N:6][CH:7]=1.[NH2:35][C:36]1[CH:37]=[CH:38][C:39]([NH:42][C:43](=[O:49])[O:44][C:45]([CH3:48])([CH3:47])[CH3:46])=[N:40][CH:41]=1.[Li+].C[Si]([N-][Si](C)(C)C)(C)C.O. The catalyst is C1COCC1. The product is [CH3:25][O:24][C:21]1[CH:22]=[CH:23][C:18]([CH2:17][N:16]([CH2:26][C:27]2[CH:32]=[CH:31][C:30]([O:33][CH3:34])=[CH:29][CH:28]=2)[C:11]2[N:12]=[C:13]([CH3:15])[N:14]=[C:9]([C:4]3[C:5]([NH:35][C:36]4[CH:37]=[CH:38][C:39]([NH:42][C:43](=[O:49])[O:44][C:45]([CH3:47])([CH3:46])[CH3:48])=[N:40][CH:41]=4)=[N:6][CH:7]=[C:2]([Cl:1])[CH:3]=3)[N:10]=2)=[CH:19][CH:20]=1. The yield is 0.690. (5) The reactants are [Na].[CH2:2]([OH:5])[CH2:3][OH:4].[O:6]1[CH2:11][CH2:10][CH2:9][CH2:8][CH:7]1[O:12][CH2:13][CH2:14][O:15][C:16]1[S:17][CH:18]=[C:19]([C:21]#[N:22])[N:20]=1.C(O)(=O)C. The catalyst is O1CCCC1.C(OCC)(=O)C. The product is [OH:4][CH2:3][CH2:2][O:5][C:21]([C:19]1[N:20]=[C:16]([O:15][CH2:14][CH2:13][O:12][CH:7]2[CH2:8][CH2:9][CH2:10][CH2:11][O:6]2)[S:17][CH:18]=1)=[NH:22]. The yield is 0.920. (6) The reactants are C([Li])CCC.[I:6][C:7]1[C:12]([O:13][CH2:14][O:15][CH3:16])=[CH:11][CH:10]=[CH:9][N:8]=1.CC1(C)CCCC(C)(C)N1.[Cl:27]C(Cl)(Cl)C(Cl)(Cl)Cl. The catalyst is ClCCl.C1COCC1. The product is [Cl:27][C:11]1[CH:10]=[CH:9][N:8]=[C:7]([I:6])[C:12]=1[O:13][CH2:14][O:15][CH3:16]. The yield is 0.550. (7) The reactants are [Br:1]N1C(=O)CCC1=O.[CH3:9][O:10][C:11]([C:13]1[C:22]([OH:23])=[C:21]2[C:16]([CH:17]=[CH:18][CH:19]=[N:20]2)=[CH:15][N:14]=1)=[O:12].CO.CO.O. The catalyst is C(Cl)(Cl)Cl. The product is [CH3:9][O:10][C:11]([C:13]1[C:22]([OH:23])=[C:21]2[C:16]([CH:17]=[CH:18][CH:19]=[N:20]2)=[C:15]([Br:1])[N:14]=1)=[O:12]. The yield is 0.930.